This data is from Forward reaction prediction with 1.9M reactions from USPTO patents (1976-2016). The task is: Predict the product of the given reaction. (1) The product is: [CH3:17][C:15]1([CH3:18])[NH:14][C:13](=[O:19])[NH:12][C:11]2[CH:20]=[C:7]([O:6][CH2:5][CH2:4][CH2:3][CH2:2][N:35]3[CH2:34][CH2:33][N:32]([C:22]4[C:31]5[C:26](=[CH:27][CH:28]=[CH:29][CH:30]=5)[CH:25]=[CH:24][CH:23]=4)[CH2:37][CH2:36]3)[CH:8]=[CH:9][C:10]=2[CH2:16]1. Given the reactants Cl[CH2:2][CH2:3][CH2:4][CH2:5][O:6][C:7]1[CH:8]=[CH:9][C:10]2[CH2:16][C:15]([CH3:18])([CH3:17])[NH:14][C:13](=[O:19])[NH:12][C:11]=2[CH:20]=1.Cl.[C:22]1([N:32]2[CH2:37][CH2:36][NH:35][CH2:34][CH2:33]2)[C:31]2[C:26](=[CH:27][CH:28]=[CH:29][CH:30]=2)[CH:25]=[CH:24][CH:23]=1.[Na+].[I-].C([O-])([O-])=O.[K+].[K+], predict the reaction product. (2) Given the reactants [CH3:1][O:2][C:3](=[O:12])[C:4]1[CH:9]=[CH:8][C:7]([C:10]#[N:11])=[CH:6][CH:5]=1.P([O-])(OCC)(SCC)=[S:14], predict the reaction product. The product is: [NH2:11][C:10]([C:7]1[CH:8]=[CH:9][C:4]([C:3]([O:2][CH3:1])=[O:12])=[CH:5][CH:6]=1)=[S:14]. (3) Given the reactants [CH3:1][C:2]1[C:11]2[CH2:10][CH2:9][C:8](=[O:12])[NH:7][C:6]=2[N:5]=[C:4]([O:13][CH2:14][CH2:15][CH2:16][CH:17]=O)[CH:3]=1.[C:19]1([N:29]2[CH2:34][CH2:33][NH:32][CH2:31][CH2:30]2)[C:28]2[CH2:27][CH2:26][CH2:25][CH2:24][C:23]=2[CH:22]=[CH:21][CH:20]=1, predict the reaction product. The product is: [CH3:1][C:2]1[CH:3]=[C:4]([O:13][CH2:14][CH2:15][CH2:16][CH2:17][N:32]2[CH2:31][CH2:30][N:29]([C:19]3[C:28]4[CH2:27][CH2:26][CH2:25][CH2:24][C:23]=4[CH:22]=[CH:21][CH:20]=3)[CH2:34][CH2:33]2)[N:5]=[C:6]2[C:11]=1[CH2:10][CH2:9][C:8](=[O:12])[NH:7]2. (4) Given the reactants O.[OH-].[Li+].[CH2:4]([S:8]([O:11][C:12]1[CH:17]=[CH:16][C:15]([CH2:18][CH2:19][CH2:20][C:21]2[CH:26]=[CH:25][C:24]([CH2:27][CH2:28][C:29]([O:31]C)=[O:30])=[CH:23][C:22]=2[O:33][CH2:34][CH:35]2[CH2:37][CH2:36]2)=[CH:14][C:13]=1[O:38][CH3:39])(=[O:10])=[O:9])[CH2:5][CH2:6][CH3:7].O.C(O)(=O)C, predict the reaction product. The product is: [CH2:4]([S:8]([O:11][C:12]1[CH:17]=[CH:16][C:15]([CH2:18][CH2:19][CH2:20][C:21]2[CH:26]=[CH:25][C:24]([CH2:27][CH2:28][C:29]([OH:31])=[O:30])=[CH:23][C:22]=2[O:33][CH2:34][CH:35]2[CH2:37][CH2:36]2)=[CH:14][C:13]=1[O:38][CH3:39])(=[O:9])=[O:10])[CH2:5][CH2:6][CH3:7]. (5) The product is: [Cl:8][C:7]1[CH:6]=[CH:5][C:4]([C:9]([F:12])([F:11])[F:10])=[CH:3][C:2]=1[NH:13][C:14]1[CH:15]=[C:16]2[C:20]3=[C:21]([CH2:23][S:24][CH2:25][CH2:26][N:19]3[C@H:18]3[CH2:27][CH2:28][NH:29][CH2:30][C@@H:17]23)[CH:22]=1. Given the reactants Br[C:2]1[CH:3]=[C:4]([C:9]([F:12])([F:11])[F:10])[CH:5]=[CH:6][C:7]=1[Cl:8].[NH2:13][C:14]1[CH:15]=[C:16]2[C:20]3=[C:21]([CH2:23][S:24][CH2:25][CH2:26][N:19]3[C@H:18]3[CH2:27][CH2:28][N:29](C(OC(C)(C)C)=O)[CH2:30][C@@H:17]23)[CH:22]=1, predict the reaction product. (6) Given the reactants [CH3:1][N:2]([CH:10]1[CH2:15][CH2:14][N:13]([CH2:16][C:17]2([CH3:28])[O:21][C:20]3=[N:22][C:23]([N+:25]([O-:27])=[O:26])=[CH:24][N:19]3[CH2:18]2)[CH2:12][CH2:11]1)[C:3](=[O:9])[O:4]C(C)(C)C.FC(F)(F)C(O)=O.C(N(CC)CC)C.C(Cl)(=O)O[CH2:45][C:46]1[CH:51]=[CH:50][CH:49]=[CH:48][CH:47]=1, predict the reaction product. The product is: [CH3:1][N:2]([CH:10]1[CH2:15][CH2:14][N:13]([CH2:16][C:17]2([CH3:28])[O:21][C:20]3=[N:22][C:23]([N+:25]([O-:27])=[O:26])=[CH:24][N:19]3[CH2:18]2)[CH2:12][CH2:11]1)[C:3](=[O:9])[O:4][CH2:45][C:46]1[CH:51]=[CH:50][CH:49]=[CH:48][CH:47]=1. (7) Given the reactants [F:1][C:2]1[CH:37]=[CH:36][C:5]([CH2:6][N:7]2[C:19](=[O:20])[C:18]3[C:17]([O:21][Si](C(C)C)(C(C)C)C(C)C)=[C:16]4[C:11]([CH:12]=[CH:13][CH:14]=[N:15]4)=[C:10]([O:32][CH3:33])[C:9]=3[C:8]2(O)[CH3:34])=[CH:4][CH:3]=1.N#N.B(F)(F)F.CCOCC.C([SiH](CC)CC)C, predict the reaction product. The product is: [F:1][C:2]1[CH:3]=[CH:4][C:5]([CH2:6][N:7]2[C:19](=[O:20])[C:18]3[C:17]([OH:21])=[C:16]4[C:11]([CH:12]=[CH:13][CH:14]=[N:15]4)=[C:10]([O:32][CH3:33])[C:9]=3[CH:8]2[CH3:34])=[CH:36][CH:37]=1. (8) Given the reactants [O:1]1[CH:5]=[N:4][N:3]=[C:2]1[C:6]1[NH:18][C:17]2[C:16]3[N:15]=[C:14]([C:19]([F:22])([F:21])[F:20])[CH:13]=[C:12]([C:23]([F:26])([F:25])[F:24])[C:11]=3[CH:10]=[CH:9][C:8]=2[CH:7]=1.C(=O)([O-])[O-].[K+].[K+].[CH2:33](Br)[C:34]1[CH:39]=[CH:38][CH:37]=[CH:36][CH:35]=1.C(OCC)(=O)C, predict the reaction product. The product is: [CH2:33]([N:18]1[C:17]2[C:16]3[N:15]=[C:14]([C:19]([F:20])([F:21])[F:22])[CH:13]=[C:12]([C:23]([F:26])([F:24])[F:25])[C:11]=3[CH:10]=[CH:9][C:8]=2[CH:7]=[C:6]1[C:2]1[O:1][CH:5]=[N:4][N:3]=1)[C:34]1[CH:39]=[CH:38][CH:37]=[CH:36][CH:35]=1.